Dataset: Full USPTO retrosynthesis dataset with 1.9M reactions from patents (1976-2016). Task: Predict the reactants needed to synthesize the given product. (1) Given the product [Cl:1][C:2]1[CH:3]=[C:4]([C@@H:8]2[C@@H:13]([C:14]3[CH:19]=[CH:18][C:17]([Cl:20])=[CH:16][CH:15]=3)[N:12]([C@@H:21]([CH2:24][CH3:25])[C@H:22]([OH:23])[CH3:32])[C:11](=[O:26])[C@:10]([CH2:28][C:29]([OH:31])=[O:30])([CH3:27])[CH2:9]2)[CH:5]=[CH:6][CH:7]=1, predict the reactants needed to synthesize it. The reactants are: [Cl:1][C:2]1[CH:3]=[C:4]([C@@H:8]2[C@@H:13]([C:14]3[CH:19]=[CH:18][C:17]([Cl:20])=[CH:16][CH:15]=3)[N:12]([C@@H:21]([CH2:24][CH3:25])[CH:22]=[O:23])[C:11](=[O:26])[C@:10]([CH2:28][C:29]([OH:31])=[O:30])([CH3:27])[CH2:9]2)[CH:5]=[CH:6][CH:7]=1.[CH3:32][Mg]Cl. (2) Given the product [C:2]([Cl:8])(=[O:1])[O:3][CH2:4][CH2:18][NH:19][C:20](=[O:45])[CH:21]([O:24][CH2:25][CH2:26][CH2:27][CH2:28]/[CH:29]=[CH:30]\[CH2:31]/[CH:32]=[CH:33]\[CH2:34]/[CH:35]=[CH:36]\[CH2:37]/[CH:38]=[CH:39]\[CH2:40]/[CH:41]=[CH:42]\[CH2:43][CH3:44])[CH2:22][CH3:23], predict the reactants needed to synthesize it. The reactants are: [O:1]=[C:2]([Cl:8])[O:3][C:4](Cl)(Cl)Cl.C(NC(C)C)(C)C.OC[CH2:18][NH:19][C:20](=[O:45])[CH:21]([O:24][CH2:25][CH2:26][CH2:27][CH2:28]/[CH:29]=[CH:30]\[CH2:31]/[CH:32]=[CH:33]\[CH2:34]/[CH:35]=[CH:36]\[CH2:37]/[CH:38]=[CH:39]\[CH2:40]/[CH:41]=[CH:42]\[CH2:43][CH3:44])[CH2:22][CH3:23]. (3) The reactants are: [C:1]([C:4]1[NH:8][N:7]=[C:6]([C:9]([NH:11][C@@H:12]([CH3:29])[CH2:13][N:14]2[CH:18]=[CH:17][C:16]([C:19]3[CH:24]=[C:23]([F:25])[C:22]([C:26]#[N:27])=[C:21]([F:28])[CH:20]=3)=[N:15]2)=[O:10])[CH:5]=1)(=[O:3])[CH3:2].[BH4-].[Na+].[Cl-].[NH4+]. Given the product [C:26]([C:22]1[C:23]([F:25])=[CH:24][C:19]([C:16]2[CH:17]=[CH:18][N:14]([CH2:13][C@@H:12]([NH:11][C:9]([C:6]3[CH:5]=[C:4]([CH:1]([OH:3])[CH3:2])[NH:8][N:7]=3)=[O:10])[CH3:29])[N:15]=2)=[CH:20][C:21]=1[F:28])#[N:27], predict the reactants needed to synthesize it. (4) Given the product [C:27]([O:26][C:24]([N:15]1[C@@H:14]([CH2:13][NH:12][C@@H:7]([C:8]([OH:10])=[O:9])[CH2:6][C:5]2[CH:4]=[CH:3][C:2]([Cl:1])=[CH:32][CH:31]=2)[CH2:23][C:22]2[C:17](=[CH:18][CH:19]=[CH:20][CH:21]=2)[CH2:16]1)=[O:25])([CH3:30])([CH3:28])[CH3:29], predict the reactants needed to synthesize it. The reactants are: [Cl:1][C:2]1[CH:32]=[CH:31][C:5]([CH2:6][C@@H:7]([NH:12][CH2:13][C@H:14]2[CH2:23][C:22]3[C:17](=[CH:18][CH:19]=[CH:20][CH:21]=3)[CH2:16][N:15]2[C:24]([O:26][C:27]([CH3:30])([CH3:29])[CH3:28])=[O:25])[C:8]([O:10]C)=[O:9])=[CH:4][CH:3]=1.O.[OH-].[Li+].S([O-])([O-])(=O)=O.[K+].[K+].